Dataset: Full USPTO retrosynthesis dataset with 1.9M reactions from patents (1976-2016). Task: Predict the reactants needed to synthesize the given product. (1) Given the product [CH3:1][O:2][C:3]([CH:5]1[CH2:9][CH:8]([N:10]([CH3:24])[C:11](=[O:16])[C:12]([F:15])([F:13])[F:14])[CH2:7][N:6]1[C:17]([O:19][C:20]([CH3:23])([CH3:22])[CH3:21])=[O:18])=[O:4], predict the reactants needed to synthesize it. The reactants are: [CH3:1][O:2][C:3]([CH:5]1[CH2:9][CH:8]([NH:10][C:11](=[O:16])[C:12]([F:15])([F:14])[F:13])[CH2:7][N:6]1[C:17]([O:19][C:20]([CH3:23])([CH3:22])[CH3:21])=[O:18])=[O:4].[C:24](=O)([O-])[O-].[K+].[K+].CI. (2) Given the product [C:12]1([C:7]2[C:6]([C:4]([OH:5])=[O:3])=[CH:11][N:10]=[CH:9][N:8]=2)[CH:13]=[CH:14][CH:15]=[CH:16][CH:17]=1, predict the reactants needed to synthesize it. The reactants are: C([O:3][C:4]([C:6]1[C:7]([C:12]2[CH:17]=[CH:16][CH:15]=[CH:14][CH:13]=2)=[N:8][CH:9]=[N:10][CH:11]=1)=[O:5])C.[OH-].[Na+]. (3) Given the product [CH2:26]([O:29][C:30]1[CH:35]=[CH:34][C:33]([CH2:36][N:11]([C@H:12]([CH2:16][CH:17]([CH3:19])[CH3:18])[C:13]([NH2:15])=[O:14])[S:8]([C:5]2[CH:4]=[CH:3][C:2]([Cl:1])=[CH:7][CH:6]=2)(=[O:9])=[O:10])=[CH:32][C:31]=1[F:38])[CH:27]=[CH2:28], predict the reactants needed to synthesize it. The reactants are: [Cl:1][C:2]1[CH:7]=[CH:6][C:5]([S:8]([NH:11][C@H:12]([CH2:16][CH:17]([CH3:19])[CH3:18])[C:13]([NH2:15])=[O:14])(=[O:10])=[O:9])=[CH:4][CH:3]=1.C([O-])([O-])=O.[Cs+].[Cs+].[CH2:26]([O:29][C:30]1[CH:35]=[CH:34][C:33]([CH2:36]Br)=[CH:32][C:31]=1[F:38])[CH:27]=[CH2:28]. (4) Given the product [CH3:43][N:42]([CH3:44])[C:40]([C:39]1[CH:38]=[C:37]([CH3:48])[C:36]([C:5]2[CH:4]=[CH:3][C:2]([F:1])=[C:10]3[C:6]=2[CH2:7][CH2:8][C@H:9]3[O:11][C:12]2[CH:25]=[CH:24][C:15]3[C@H:16]([CH2:19][C:20]([O:22][CH3:23])=[O:21])[CH2:17][O:18][C:14]=3[CH:13]=2)=[C:46]([CH3:47])[CH:45]=1)=[O:41], predict the reactants needed to synthesize it. The reactants are: [F:1][C:2]1[CH:3]=[CH:4][C:5](B2OC(C)(C)C(C)(C)O2)=[C:6]2[C:10]=1[C@H:9]([O:11][C:12]1[CH:25]=[CH:24][C:15]3[C@H:16]([CH2:19][C:20]([O:22][CH3:23])=[O:21])[CH2:17][O:18][C:14]=3[CH:13]=1)[CH2:8][CH2:7]2.I[C:36]1[C:46]([CH3:47])=[CH:45][C:39]([C:40]([N:42]([CH3:44])[CH3:43])=[O:41])=[CH:38][C:37]=1[CH3:48].[O-]P([O-])([O-])=O.[K+].[K+].[K+].C1(P(C2CCCCC2)C2C=CC=CC=2C2C(OC)=CC=CC=2OC)CCCCC1. (5) Given the product [CH2:23]([S:27]([N:13]1[CH2:14][CH2:15][C@H:11]([N:10]([CH2:16][C:17]2[CH:18]=[CH:19][CH:20]=[CH:21][CH:22]=2)[C:8]2[CH:7]=[CH:6][C:3]([C:4]#[N:5])=[C:2]([Cl:1])[CH:9]=2)[CH2:12]1)(=[O:29])=[O:28])[CH2:24][CH2:25][CH3:26], predict the reactants needed to synthesize it. The reactants are: [Cl:1][C:2]1[CH:9]=[C:8]([N:10]([CH2:16][C:17]2[CH:22]=[CH:21][CH:20]=[CH:19][CH:18]=2)[C@H:11]2[CH2:15][CH2:14][NH:13][CH2:12]2)[CH:7]=[CH:6][C:3]=1[C:4]#[N:5].[CH2:23]([S:27](Cl)(=[O:29])=[O:28])[CH2:24][CH2:25][CH3:26].